From a dataset of Reaction yield outcomes from USPTO patents with 853,638 reactions. Predict the reaction yield, written as a fraction of the theoretical maximum amount of product (1.0 means a 100% yield; for example, 0.34 means a 34% yield). The reactants are [CH:1]1([N:4]2[CH2:9][C:8]3([CH2:14][CH2:13][N:12]([S:15]([C:18]4[CH:23]=[CH:22][C:21](B5OC(C)(C)C(C)(C)O5)=[CH:20][CH:19]=4)(=[O:17])=[O:16])[CH2:11][CH2:10]3)[O:7][CH2:6][C:5]2=[O:33])[CH2:3][CH2:2]1.Br[C:35]1[CH:44]=[C:43]2[C:38]([CH:39]=[C:40]([C:45]([OH:47])=[O:46])[CH:41]=[N:42]2)=[CH:37][CH:36]=1.C(=O)([O-])[O-].[K+].[K+]. The catalyst is C(O)C.O.C(OCC)(=O)C.C1(P([Pd-2](P(C2C=CC=CC=2)(C2C=CC=CC=2)C2C=CC=CC=2)(Cl)Cl)(C2C=CC=CC=2)C2C=CC=CC=2)C=CC=CC=1. The product is [CH:1]1([N:4]2[CH2:9][C:8]3([CH2:14][CH2:13][N:12]([S:15]([C:18]4[CH:19]=[CH:20][C:21]([C:35]5[CH:44]=[C:43]6[C:38]([CH:39]=[C:40]([C:45]([OH:47])=[O:46])[CH:41]=[N:42]6)=[CH:37][CH:36]=5)=[CH:22][CH:23]=4)(=[O:16])=[O:17])[CH2:11][CH2:10]3)[O:7][CH2:6][C:5]2=[O:33])[CH2:2][CH2:3]1. The yield is 0.0800.